Dataset: Forward reaction prediction with 1.9M reactions from USPTO patents (1976-2016). Task: Predict the product of the given reaction. (1) Given the reactants [NH2:1][C:2]1[C:12]([C:13]#[N:14])=[C:11]([CH2:15][N:16]2[CH2:20][CH2:19][C@@H:18]([NH:21][C:22]([O:24][C:25]([CH3:28])([CH3:27])[CH3:26])=[O:23])[CH2:17]2)[C:10]([C:29]([F:32])([F:31])[F:30])=[CH:9][C:3]=1[C:4]([O:6]CC)=[O:5].NC1C(Br)=CC(C(F)(F)F)=CC=1C(O)=O, predict the reaction product. The product is: [NH2:1][C:2]1[C:12]([C:13]#[N:14])=[C:11]([CH2:15][N:16]2[CH2:20][CH2:19][C@@H:18]([NH:21][C:22]([O:24][C:25]([CH3:28])([CH3:26])[CH3:27])=[O:23])[CH2:17]2)[C:10]([C:29]([F:32])([F:30])[F:31])=[CH:9][C:3]=1[C:4]([OH:6])=[O:5]. (2) Given the reactants [Cl:1][C:2]1[CH:3]=[C:4]([CH:25]=[CH:26][C:27]=1[F:28])[CH2:5][N:6]1[CH2:15][CH2:14][C:13]2[C:8](=[C:9]([O:22][CH3:23])[C:10](=[O:21])[NH:11][C:12]=2[C:16]([N:18]([CH3:20])[CH3:19])=[O:17])[C:7]1=[O:24].B(O)(O)[C:30]1[CH:31]=[CH:32][C:33]([CH3:36])=[CH:34][CH:35]=1.N1C=CC=CC=1.[NH4+].[OH-], predict the reaction product. The product is: [Cl:1][C:2]1[CH:3]=[C:4]([CH:25]=[CH:26][C:27]=1[F:28])[CH2:5][N:6]1[CH2:15][CH2:14][C:13]2[C:8](=[C:9]([O:22][CH3:23])[C:10](=[O:21])[N:11]([C:30]3[CH:35]=[CH:34][C:33]([CH3:36])=[CH:32][CH:31]=3)[C:12]=2[C:16]([N:18]([CH3:19])[CH3:20])=[O:17])[C:7]1=[O:24]. (3) Given the reactants [Br:1][C:2]1[CH:3]=[C:4]([N+:16]([O-])=O)[C:5]([N:8]([CH:10]2[CH2:15][CH2:14][CH2:13][CH2:12][CH2:11]2)[CH3:9])=[N:6][CH:7]=1.BrC1C=C(N)C(N(CC(C)C)CC(C)C)=CC=1, predict the reaction product. The product is: [Br:1][C:2]1[CH:3]=[C:4]([NH2:16])[C:5]([N:8]([CH:10]2[CH2:15][CH2:14][CH2:13][CH2:12][CH2:11]2)[CH3:9])=[N:6][CH:7]=1. (4) Given the reactants [CH:1]([NH:4][N:5]1[C:17]2[C:16]3[CH:15]=[CH:14][CH:13]=[CH:12][C:11]=3[N+:10]([O-])=[CH:9][C:8]=2[N:7]=[C:6]1[CH3:19])([CH3:3])[CH3:2].[NH4+:20].[OH-].C1(C)C=CC(S(Cl)(=O)=O)=CC=1.C(Cl)(Cl)Cl, predict the reaction product. The product is: [CH:1]([NH:4][N:5]1[C:17]2[C:16]3[CH:15]=[CH:14][CH:13]=[CH:12][C:11]=3[N:10]=[C:9]([NH2:20])[C:8]=2[N:7]=[C:6]1[CH3:19])([CH3:3])[CH3:2]. (5) Given the reactants [F:1][C:2]1[CH:9]=[CH:8][CH:7]=[CH:6][C:3]=1[C:4]#[N:5].Br[C:11]([CH3:18])([CH3:17])[C:12]([O:14][CH2:15][CH3:16])=[O:13].[BH4-].[Na+], predict the reaction product. The product is: [NH2:5][CH:4]([C:3]1[CH:6]=[CH:7][CH:8]=[CH:9][C:2]=1[F:1])[C:11]([CH3:18])([CH3:17])[C:12]([O:14][CH2:15][CH3:16])=[O:13].